From a dataset of NCI-60 drug combinations with 297,098 pairs across 59 cell lines. Regression. Given two drug SMILES strings and cell line genomic features, predict the synergy score measuring deviation from expected non-interaction effect. (1) Drug 1: CC=C1C(=O)NC(C(=O)OC2CC(=O)NC(C(=O)NC(CSSCCC=C2)C(=O)N1)C(C)C)C(C)C. Drug 2: CC1=C(N=C(N=C1N)C(CC(=O)N)NCC(C(=O)N)N)C(=O)NC(C(C2=CN=CN2)OC3C(C(C(C(O3)CO)O)O)OC4C(C(C(C(O4)CO)O)OC(=O)N)O)C(=O)NC(C)C(C(C)C(=O)NC(C(C)O)C(=O)NCCC5=NC(=CS5)C6=NC(=CS6)C(=O)NCCC[S+](C)C)O. Cell line: SNB-75. Synergy scores: CSS=56.8, Synergy_ZIP=4.09, Synergy_Bliss=3.96, Synergy_Loewe=-6.91, Synergy_HSA=6.93. (2) Drug 1: C1=C(C(=O)NC(=O)N1)F. Drug 2: C1CN1P(=S)(N2CC2)N3CC3. Cell line: OVCAR3. Synergy scores: CSS=63.8, Synergy_ZIP=0.802, Synergy_Bliss=-0.886, Synergy_Loewe=-4.74, Synergy_HSA=-0.0821. (3) Drug 2: CC1C(C(CC(O1)OC2CC(CC3=C2C(=C4C(=C3O)C(=O)C5=C(C4=O)C(=CC=C5)OC)O)(C(=O)CO)O)N)O.Cl. Synergy scores: CSS=51.5, Synergy_ZIP=-3.25, Synergy_Bliss=-2.61, Synergy_Loewe=-3.29, Synergy_HSA=0.657. Cell line: BT-549. Drug 1: C1CCC(CC1)NC(=O)N(CCCl)N=O. (4) Synergy scores: CSS=47.0, Synergy_ZIP=-13.6, Synergy_Bliss=-6.79, Synergy_Loewe=-3.19, Synergy_HSA=-1.38. Drug 2: C1CN(CCN1C(=O)CCBr)C(=O)CCBr. Drug 1: CCC1=CC2CC(C3=C(CN(C2)C1)C4=CC=CC=C4N3)(C5=C(C=C6C(=C5)C78CCN9C7C(C=CC9)(C(C(C8N6C)(C(=O)OC)O)OC(=O)C)CC)OC)C(=O)OC.C(C(C(=O)O)O)(C(=O)O)O. Cell line: IGROV1. (5) Drug 1: COC1=C(C=C2C(=C1)N=CN=C2NC3=CC(=C(C=C3)F)Cl)OCCCN4CCOCC4. Drug 2: CCN(CC)CCCC(C)NC1=C2C=C(C=CC2=NC3=C1C=CC(=C3)Cl)OC. Cell line: SR. Synergy scores: CSS=68.4, Synergy_ZIP=9.87, Synergy_Bliss=10.9, Synergy_Loewe=6.76, Synergy_HSA=11.5. (6) Drug 2: CC12CCC3C(C1CCC2OP(=O)(O)O)CCC4=C3C=CC(=C4)OC(=O)N(CCCl)CCCl.[Na+]. Synergy scores: CSS=-0.871, Synergy_ZIP=-2.64, Synergy_Bliss=-5.41, Synergy_Loewe=-12.7, Synergy_HSA=-6.18. Drug 1: CC12CCC(CC1=CCC3C2CCC4(C3CC=C4C5=CN=CC=C5)C)O. Cell line: NCI/ADR-RES.